From a dataset of Catalyst prediction with 721,799 reactions and 888 catalyst types from USPTO. Predict which catalyst facilitates the given reaction. (1) The catalyst class is: 7. Reactant: [CH3:1][O:2][C:3]1[CH:16]=[CH:15][C:6]([CH2:7][N:8]2[CH:12]([CH3:13])[CH2:11][CH2:10][C:9]2=[O:14])=[CH:5][CH:4]=1.C[Si]([N-][Si](C)(C)C)(C)C.[Na+].I[CH2:28][CH3:29].[Cl-].[NH4+]. Product: [CH2:28]([CH:10]1[CH2:11][CH:12]([CH3:13])[N:8]([CH2:7][C:6]2[CH:15]=[CH:16][C:3]([O:2][CH3:1])=[CH:4][CH:5]=2)[C:9]1=[O:14])[CH3:29]. (2) Reactant: Cl.[NH2:2][OH:3].C([O-])(=O)C.[Na+].[CH2:9]([O:16][C:17]1[CH:18]=[C:19]([CH:22]=[CH:23][C:24]=1[O:25][CH3:26])[CH:20]=O)[C:10]1[CH:15]=[CH:14][CH:13]=[CH:12][CH:11]=1. Product: [CH2:9]([O:16][C:17]1[CH:18]=[C:19]([CH:22]=[CH:23][C:24]=1[O:25][CH3:26])[CH:20]=[N:2][OH:3])[C:10]1[CH:15]=[CH:14][CH:13]=[CH:12][CH:11]=1. The catalyst class is: 8. (3) Reactant: [Cl:1][C:2]1[C:3]2[C:10]([CH:11]=[O:12])=[CH:9][NH:8][C:4]=2[N:5]=[CH:6][N:7]=1.[BH4-].[Na+]. Product: [Cl:1][C:2]1[C:3]2[C:10]([CH2:11][OH:12])=[CH:9][NH:8][C:4]=2[N:5]=[CH:6][N:7]=1. The catalyst class is: 8.